This data is from Forward reaction prediction with 1.9M reactions from USPTO patents (1976-2016). The task is: Predict the product of the given reaction. (1) Given the reactants C(OC(=O)[NH:7][C@@H:8]([C:10](=[O:14])[N:11]([CH3:13])[CH3:12])[CH3:9])(C)(C)C.[ClH:16], predict the reaction product. The product is: [ClH:16].[NH2:7][C@H:8]([CH3:9])[C:10]([N:11]([CH3:13])[CH3:12])=[O:14]. (2) Given the reactants [NH:1]1[CH:5]=[CH:4][C:3]([C:6]2[CH:18]=[CH:17][CH:16]=[CH:15][C:7]=2[O:8][CH2:9][C:10]([O:12]CC)=O)=[N:2]1.[NH2:19][CH2:20][CH:21]([OH:33])[CH2:22][N:23]1[CH2:32][CH2:31][C:30]2[C:25](=[CH:26][CH:27]=[CH:28][CH:29]=2)[CH2:24]1, predict the reaction product. The product is: [NH:1]1[CH:5]=[CH:4][C:3]([C:6]2[CH:18]=[CH:17][CH:16]=[CH:15][C:7]=2[O:8][CH2:9][C:10]([NH:19][CH2:20][CH:21]([OH:33])[CH2:22][N:23]2[CH2:32][CH2:31][C:30]3[C:25](=[CH:26][CH:27]=[CH:28][CH:29]=3)[CH2:24]2)=[O:12])=[N:2]1. (3) Given the reactants C[N:2](C)[CH:3]=[C:4]([C:7]([C:9]1[S:13][C:12]([NH:14][CH3:15])=[N:11][C:10]=1[CH3:16])=O)[C:5]#N.[CH3:18][C:19]1[CH:24]=[CH:23][C:22]([NH:25][C:26]([NH2:28])=[NH:27])=[CH:21][C:20]=1[S:29]([N:32]1[CH2:37][CH2:36][O:35][CH2:34][CH2:33]1)(=[O:31])=[O:30], predict the reaction product. The product is: [CH3:16][C:10]1[N:11]=[C:12]([NH:14][CH3:15])[S:13][C:9]=1[C:7]1[C:4]([C:3]#[N:2])=[CH:5][N:28]=[C:26]([NH:25][C:22]2[CH:23]=[CH:24][C:19]([CH3:18])=[C:20]([S:29]([N:32]3[CH2:33][CH2:34][O:35][CH2:36][CH2:37]3)(=[O:30])=[O:31])[CH:21]=2)[N:27]=1. (4) Given the reactants [Cl:1][C:2]1[CH:7]=[CH:6][C:5]([S:8]([N:11]([C:15]2[C:16]([C:22]([C:24]3[CH:29]=[CH:28][N:27]=[C:26]([N:30]=CN(C)C)[CH:25]=3)=[O:23])=[N:17][CH:18]=[C:19]([CH3:21])[CH:20]=2)COC)(=[O:10])=[O:9])=[CH:4][C:3]=1[C:35]([F:38])([F:37])[F:36].C([O-])(O)=O.[Na+], predict the reaction product. The product is: [NH2:30][C:26]1[CH:25]=[C:24]([C:22]([C:16]2[C:15]([NH:11][S:8]([C:5]3[CH:6]=[CH:7][C:2]([Cl:1])=[C:3]([C:35]([F:37])([F:38])[F:36])[CH:4]=3)(=[O:10])=[O:9])=[CH:20][C:19]([CH3:21])=[CH:18][N:17]=2)=[O:23])[CH:29]=[CH:28][N:27]=1. (5) Given the reactants [C:1]1([C:11]([OH:13])=[O:12])[C:10]2[C:5](=[CH:6][CH:7]=[CH:8][CH:9]=2)[CH:4]=[CH:3][CH:2]=1.O[CH2:15][CH2:16][O:17][C:18](=[O:22])[C:19]([CH3:21])=[CH2:20].C1(C)C=CC(S(O)(=O)=O)=CC=1.CN(C1C=CC=CN=1)C.C1(N=C=NC2CCCCC2)CCCCC1, predict the reaction product. The product is: [C:18]([O:17][CH2:16][CH2:15][O:12][C:11]([C:1]1[C:10]2[C:5](=[CH:6][CH:7]=[CH:8][CH:9]=2)[CH:4]=[CH:3][CH:2]=1)=[O:13])(=[O:22])[C:19]([CH3:21])=[CH2:20].